This data is from Forward reaction prediction with 1.9M reactions from USPTO patents (1976-2016). The task is: Predict the product of the given reaction. (1) Given the reactants [CH:1]([O:4][C:5]([N:7]1[CH:12]([CH2:13][CH3:14])[CH2:11][CH:10]([N:15]([CH2:23][C:24]2[CH:29]=[C:28]([C:30]([F:33])([F:32])[F:31])[CH:27]=[C:26]([Cl:34])[CH:25]=2)[C:16]2[N:21]=[CH:20][C:19]([OH:22])=[CH:18][N:17]=2)[CH2:9][CH:8]1[CH2:35][C:36]1[CH:41]=[CH:40][CH:39]=[CH:38][CH:37]=1)=[O:6])([CH3:3])[CH3:2].Br[CH2:43][CH2:44][O:45][CH3:46].[I-].[Na+].C(=O)([O-])[O-].[K+].[K+], predict the reaction product. The product is: [CH:1]([O:4][C:5]([N:7]1[CH:12]([CH2:13][CH3:14])[CH2:11][CH:10]([N:15]([CH2:23][C:24]2[CH:29]=[C:28]([C:30]([F:33])([F:31])[F:32])[CH:27]=[C:26]([Cl:34])[CH:25]=2)[C:16]2[N:21]=[CH:20][C:19]([O:22][CH2:43][CH2:44][O:45][CH3:46])=[CH:18][N:17]=2)[CH2:9][CH:8]1[CH2:35][C:36]1[CH:37]=[CH:38][CH:39]=[CH:40][CH:41]=1)=[O:6])([CH3:2])[CH3:3]. (2) Given the reactants [NH2:1][C:2]1[N:3]=[C:4]([C:20]2[CH:21]=[C:22]([O:26][CH2:27][CH:28]3[CH2:30][N@@:29]3C(OC(C)(C)C)=O)[CH:23]=[N:24][CH:25]=2)[CH:5]=[C:6]2[C:11]=1[CH:10]=[N:9][C:8]1[CH:12]=[C:13]([O:18][CH3:19])[C:14]([O:16][CH3:17])=[CH:15][C:7]2=1.[SH:38][C:39]1[CH:44]=[CH:43][CH:42]=[CH:41][N:40]=1.C(=O)([O-])[O-].[Cs+].[Cs+], predict the reaction product. The product is: [NH2:29][C@@H:28]([CH2:30][S:38][C:39]1[CH:44]=[CH:43][CH:42]=[CH:41][N:40]=1)[CH2:27][O:26][C:22]1[CH:21]=[C:20]([C:4]2[CH:5]=[C:6]3[C:11](=[C:2]([NH2:1])[N:3]=2)[CH:10]=[N:9][C:8]2[CH:12]=[C:13]([O:18][CH3:19])[C:14]([O:16][CH3:17])=[CH:15][C:7]3=2)[CH:25]=[N:24][CH:23]=1. (3) Given the reactants Cl.[C:2]([O:21][CH:22]1[CH2:25][NH:24][CH2:23]1)([C:15]1[CH:20]=[CH:19][CH:18]=[CH:17][CH:16]=1)([C:9]1[CH:14]=[CH:13][CH:12]=[CH:11][CH:10]=1)[C:3]1[CH:8]=[CH:7][CH:6]=[CH:5][CH:4]=1.C(=O)([O-])[O-].[K+].[K+].[I-].[K+].Br[CH2:35][CH2:36][CH2:37][Cl:38], predict the reaction product. The product is: [Cl:38][CH2:37][CH2:36][CH2:35][N:24]1[CH2:23][CH:22]([O:21][C:2]([C:9]2[CH:14]=[CH:13][CH:12]=[CH:11][CH:10]=2)([C:15]2[CH:16]=[CH:17][CH:18]=[CH:19][CH:20]=2)[C:3]2[CH:8]=[CH:7][CH:6]=[CH:5][CH:4]=2)[CH2:25]1. (4) Given the reactants [CH3:1][C:2]1[CH:7]=[CH:6][C:5]([C:8]#[C:9][CH2:10][NH:11][C:12]([C:14]2[N:15]([CH3:38])[CH:16]=[C:17]([NH:19][C:20]([C:22]3[C:23]([C:28]4[CH:33]=[CH:32][C:31]([C:34]([F:37])([F:36])[F:35])=[CH:30][CH:29]=4)=[CH:24][CH:25]=[CH:26][CH:27]=3)=[O:21])[CH:18]=2)=[O:13])=[CH:4][CH:3]=1.[H][H], predict the reaction product. The product is: [CH3:1][C:2]1[CH:3]=[CH:4][C:5]([CH2:8][CH2:9][CH2:10][NH:11][C:12]([C:14]2[N:15]([CH3:38])[CH:16]=[C:17]([NH:19][C:20]([C:22]3[C:23]([C:28]4[CH:29]=[CH:30][C:31]([C:34]([F:37])([F:36])[F:35])=[CH:32][CH:33]=4)=[CH:24][CH:25]=[CH:26][CH:27]=3)=[O:21])[CH:18]=2)=[O:13])=[CH:6][CH:7]=1. (5) Given the reactants [O-]P([O-])([O-])=O.[K+].[K+].[K+].FC(F)(S(O[C:25]1[CH:34]=[CH:33][C:32]2[C:27](=[CH:28][CH:29]=[C:30]([C:35]3[CH:40]=[C:39]([N:41]4[CH:46]=[CH:45][C:44](=[O:47])[NH:43][C:42]4=[O:48])[CH:38]=[C:37]([C:49]([CH3:52])([CH3:51])[CH3:50])[C:36]=3[O:53][CH3:54])[CH:31]=2)[CH:26]=1)(=O)=O)C(F)(F)C(F)(F)C(F)(F)F.[CH3:56][S:57]([NH2:60])(=[O:59])=[O:58].CC1CCCO1.N[C@H](C(O)=O)CS.[Cl-].[Na+], predict the reaction product. The product is: [C:49]([C:37]1[C:36]([O:53][CH3:54])=[C:35]([C:30]2[CH:31]=[C:32]3[C:27](=[CH:28][CH:29]=2)[CH:26]=[C:25]([NH:60][S:57]([CH3:56])(=[O:59])=[O:58])[CH:34]=[CH:33]3)[CH:40]=[C:39]([N:41]2[CH:46]=[CH:45][C:44](=[O:47])[NH:43][C:42]2=[O:48])[CH:38]=1)([CH3:51])([CH3:50])[CH3:52]. (6) Given the reactants [C:1]([NH:5][C:6]([C:8]1[N:9]([CH2:30][CH3:31])[C:10]2[C:15]([N:16]=1)=[C:14]([NH:17][C@H:18]1[CH2:22][CH2:21][N:20](C(OC(C)(C)C)=O)[CH2:19]1)[N:13]=[CH:12][N:11]=2)=[O:7])([CH3:4])([CH3:3])[CH3:2].FC(F)(F)C(O)=O, predict the reaction product. The product is: [C:1]([NH:5][C:6]([C:8]1[N:9]([CH2:30][CH3:31])[C:10]2[C:15]([N:16]=1)=[C:14]([NH:17][C@H:18]1[CH2:22][CH2:21][NH:20][CH2:19]1)[N:13]=[CH:12][N:11]=2)=[O:7])([CH3:4])([CH3:2])[CH3:3]. (7) Given the reactants [CH3:1][C:2]([C:4]1[CH:5]=[CH:6][C:7]([OH:10])=[CH:8][CH:9]=1)=[O:3].C([O-])([O-])=O.[K+].[K+].[CH2:17](Br)[C:18]1[CH:23]=[CH:22][CH:21]=[CH:20][CH:19]=1.O, predict the reaction product. The product is: [CH3:1][C:2]([C:4]1[CH:9]=[CH:8][C:7]([O:10][CH2:17][C:18]2[CH:23]=[CH:22][CH:21]=[CH:20][CH:19]=2)=[CH:6][CH:5]=1)=[O:3].